From a dataset of Forward reaction prediction with 1.9M reactions from USPTO patents (1976-2016). Predict the product of the given reaction. (1) Given the reactants [I:1][C:2]1[CH:3]=[C:4]2[C:9](=[CH:10][CH:11]=1)[N:8]=[C:7]([C:12]1[CH:17]=[CH:16][CH:15]=[CH:14][CH:13]=1)[CH:6]=[C:5]2[C:18]([OH:20])=O.CN(C(ON1[N:37]=[N:36][C:31]2[CH:32]=[CH:33][CH:34]=[CH:35]C1=2)=[N+](C)C)C.F[P-](F)(F)(F)(F)F.C1C=CC2N([OH:54])N=NC=2C=1.C[N:56]([C:58]([O:62]N1N=NC2C=CC=NC1=2)=[N+](C)C)C.F[P-](F)(F)(F)(F)F.C1C=NC2N(O)N=NC=2C=1, predict the reaction product. The product is: [O:54]1[CH:35]=[CH:34][CH:33]=[C:32]1[C:31]1[O:62][C:58]([NH:56][C:18]([C:5]2[C:4]3[C:9](=[CH:10][CH:11]=[C:2]([I:1])[CH:3]=3)[N:8]=[C:7]([C:12]3[CH:17]=[CH:16][CH:15]=[CH:14][CH:13]=3)[CH:6]=2)=[O:20])=[N:37][N:36]=1. (2) The product is: [CH:24]1([N:22]([CH3:23])[C:4]2[C:5]([CH3:21])=[C:6]([C:7]([NH:9][CH2:10][C:11]3[C:12](=[O:19])[NH:13][C:14]([CH3:18])=[CH:15][C:16]=3[CH3:17])=[O:8])[CH:20]=[C:2]([C:34]3[CH:35]=[CH:36][C:31]([CH:29]=[O:30])=[CH:32][CH:33]=3)[CH:3]=2)[CH2:28][CH2:27][CH2:26][CH2:25]1. Given the reactants Br[C:2]1[CH:3]=[C:4]([N:22]([CH:24]2[CH2:28][CH2:27][CH2:26][CH2:25]2)[CH3:23])[C:5]([CH3:21])=[C:6]([CH:20]=1)[C:7]([NH:9][CH2:10][C:11]1[C:12](=[O:19])[NH:13][C:14]([CH3:18])=[CH:15][C:16]=1[CH3:17])=[O:8].[CH:29]([C:31]1[CH:36]=[CH:35][C:34](B(O)O)=[CH:33][CH:32]=1)=[O:30].C([O-])([O-])=O.[Na+].[Na+].C(Cl)Cl, predict the reaction product. (3) Given the reactants [F:1][C:2]([F:32])([F:31])[C:3]1[CH:4]=[C:5]([NH:9][C:10](=[O:30])[O:11][CH2:12][C@H:13]2[CH2:17][C@@H:16]([NH:18][S:19]([C:22]3[CH:27]=[C:26]([Br:28])[CH:25]=[CH:24][C:23]=3[Br:29])(=[O:21])=[O:20])[CH2:15][NH:14]2)[CH:6]=[CH:7][CH:8]=1.C[CH2:34][N:35](C(C)C)C(C)C.BrC#N.C(O)C(N)(CO)CO, predict the reaction product. The product is: [F:32][C:2]([F:1])([F:31])[C:3]1[CH:4]=[C:5]([NH:9][C:10](=[O:30])[O:11][CH2:12][C@H:13]2[CH2:17][C@@H:16]([NH:18][S:19]([C:22]3[CH:27]=[C:26]([Br:28])[CH:25]=[CH:24][C:23]=3[Br:29])(=[O:20])=[O:21])[CH2:15][N:14]2[C:34]#[N:35])[CH:6]=[CH:7][CH:8]=1. (4) Given the reactants [NH:1]1[CH:5]=[N:4][CH:3]=[N:2]1.S(Cl)(Cl)=O.[F:10][C:11]1[CH:16]=[CH:15][C:14]([CH:17]2[CH2:26][CH:25](O)[C:24]3[C:19](=[CH:20][CH:21]=[CH:22][CH:23]=3)[NH:18]2)=[CH:13][CH:12]=1, predict the reaction product. The product is: [F:10][C:11]1[CH:12]=[CH:13][C:14]([CH:17]2[CH2:26][CH:25]([N:1]3[CH:5]=[N:4][CH:3]=[N:2]3)[C:24]3[C:19](=[CH:20][CH:21]=[CH:22][CH:23]=3)[NH:18]2)=[CH:15][CH:16]=1. (5) The product is: [Br:1][C:2]1[C:3]([CH3:10])=[C:4]([CH:5]=[CH:6][CH:7]=1)[CH:8]=[O:9]. Given the reactants [Br:1][C:2]1[C:3]([CH3:10])=[C:4]([CH2:8][OH:9])[CH:5]=[CH:6][CH:7]=1.CC(OI1(OC(C)=O)(OC(C)=O)OC(=O)C2C1=CC=CC=2)=O, predict the reaction product. (6) Given the reactants [CH2:1]([O:3][C:4](=[O:12])[C:5]1[CH:10]=[CH:9][C:8](I)=[CH:7][CH:6]=1)[CH3:2].C([O-])([O-])=O.[Na+].[Na+].[Cl-].[Li+].[C:21]([C:24]1[CH:29]=[CH:28][C:27](B(O)O)=[CH:26][CH:25]=1)(=[O:23])[CH3:22], predict the reaction product. The product is: [CH2:1]([O:3][C:4]([C:5]1[CH:10]=[CH:9][C:8]([C:27]2[CH:28]=[CH:29][C:24]([C:21](=[O:23])[CH3:22])=[CH:25][CH:26]=2)=[CH:7][CH:6]=1)=[O:12])[CH3:2]. (7) Given the reactants [Cl:1][C:2]1[CH:7]=[CH:6][C:5]([CH2:8][C:9]([NH:11][C:12]2[S:20][C:15]3[CH2:16][NH:17][CH2:18][CH2:19][C:14]=3[C:13]=2[C:21]([NH2:23])=[O:22])=[O:10])=[C:4]([F:24])[CH:3]=1.[CH:25]1[CH:26]=[CH:27][C:28]2[N:33](O)[N:32]=[N:31][C:29]=2[CH:30]=1.CCN=C=NCCCN(C)C.CN([CH:49]=[O:50])C, predict the reaction product. The product is: [NH:31]1[C:29]2[CH:30]=[CH:25][C:26]([C:49]([N:17]3[CH2:18][CH2:19][C:14]4[C:13]([C:21]([NH2:23])=[O:22])=[C:12]([NH:11][C:9](=[O:10])[CH2:8][C:5]5[CH:6]=[CH:7][C:2]([Cl:1])=[CH:3][C:4]=5[F:24])[S:20][C:15]=4[CH2:16]3)=[O:50])=[CH:27][C:28]=2[N:33]=[N:32]1. (8) Given the reactants [Cl:1][C:2]1[CH:3]=[C:4]([NH:9][C:10]2[C:19]3[C:14](=[CH:15][C:16]([O:21][CH3:22])=[C:17]([OH:20])[CH:18]=3)[N:13]=[CH:12][N:11]=2)[CH:5]=[CH:6][C:7]=1[F:8].Br[CH2:24][CH2:25][CH2:26][N:27]1[CH2:32][CH2:31][CH:30]2[CH2:33][O:34][CH2:35][CH:29]2[CH2:28]1.C([O-])([O-])=O.[K+].[K+].C(Cl)Cl, predict the reaction product. The product is: [Cl:1][C:2]1[CH:3]=[C:4]([NH:9][C:10]2[C:19]3[C:14](=[CH:15][C:16]([O:21][CH3:22])=[C:17]([O:20][CH2:24][CH2:25][CH2:26][N:27]4[CH2:32][CH2:31][CH:30]5[CH2:33][O:34][CH2:35][CH:29]5[CH2:28]4)[CH:18]=3)[N:13]=[CH:12][N:11]=2)[CH:5]=[CH:6][C:7]=1[F:8]. (9) Given the reactants [CH:1]([N:4]1[C:12]2[CH:11]=[C:10]([NH:13][C:14]3[CH:19]=[CH:18][N:17]=[C:16]([NH:20][CH2:21][CH2:22][C:23]([OH:25])=O)[N:15]=3)[N:9]=[CH:8][C:7]=2[N:6]=[C:5]1[CH3:26])([CH3:3])[CH3:2].[Cl-].[NH4+].C([N:32](CC)C(C)C)(C)C.F[P-](F)(F)(F)(F)F.CN(C(N(C)C)=[N+]1C2C(=NC=CC=2)[N+]([O-])=N1)C, predict the reaction product. The product is: [CH:1]([N:4]1[C:12]2[CH:11]=[C:10]([NH:13][C:14]3[CH:19]=[CH:18][N:17]=[C:16]([NH:20][CH2:21][CH2:22][C:23]([NH2:32])=[O:25])[N:15]=3)[N:9]=[CH:8][C:7]=2[N:6]=[C:5]1[CH3:26])([CH3:3])[CH3:2]. (10) Given the reactants CC[Mg+].[Br-].CCOCC.[CH:10]([NH:13][CH:14]([CH3:16])[CH3:15])([CH3:12])[CH3:11].[F:17][C:18]1[CH:25]=[CH:24][CH:23]=[C:22]([F:26])[C:19]=1[C:20]#[N:21], predict the reaction product. The product is: [CH:10]([N:13]([CH:14]([CH3:16])[CH3:15])[C:20](=[NH:21])[C:19]1[C:18]([F:17])=[CH:25][CH:24]=[CH:23][C:22]=1[F:26])([CH3:12])[CH3:11].